Dataset: Full USPTO retrosynthesis dataset with 1.9M reactions from patents (1976-2016). Task: Predict the reactants needed to synthesize the given product. Given the product [CH2:17]([O:16][CH2:15][C:8]1[N:9]([CH2:10][C:11]([OH:14])([CH3:13])[CH3:12])[C:2]([I:3])=[C:6]([C:5]#[N:4])[N:7]=1)[CH3:18], predict the reactants needed to synthesize it. The reactants are: I[CH2:2][I:3].[NH2:4][C:5]1[N:9]([CH2:10][C:11]([OH:14])([CH3:13])[CH3:12])[C:8]([CH2:15][O:16][CH2:17][CH3:18])=[N:7][C:6]=1C#N.N(OCCC(C)C)=O.